Predict the reactants needed to synthesize the given product. From a dataset of Full USPTO retrosynthesis dataset with 1.9M reactions from patents (1976-2016). (1) Given the product [Cl:1][C:2]1[CH:7]=[CH:6][C:5]([C:8]2([C:9]([O:11][CH2:12][CH3:13])=[O:10])[CH2:20][CH2:19][CH2:18]2)=[C:4]([I:14])[CH:3]=1, predict the reactants needed to synthesize it. The reactants are: [Cl:1][C:2]1[CH:7]=[CH:6][C:5]([CH2:8][C:9]([O:11][CH2:12][CH3:13])=[O:10])=[C:4]([I:14])[CH:3]=1.[H-].[Na+].Br[CH2:18][CH2:19][CH2:20]Br. (2) The reactants are: [Cl:1][C:2]1[N:3]=[CH:4][C:5]2[C:10]([CH:11]=1)=[C:9]([NH2:12])[CH:8]=[CH:7][CH:6]=2.[C:13]1(=O)[CH2:18][CH2:17][CH2:16][C:15](=[O:19])[CH2:14]1. Given the product [Cl:1][C:2]1[N:3]=[CH:4][C:5]2[C:10]([CH:11]=1)=[C:9]([NH:12][C:13]1[CH2:18][CH2:17][CH2:16][C:15](=[O:19])[CH:14]=1)[CH:8]=[CH:7][CH:6]=2, predict the reactants needed to synthesize it. (3) Given the product [Cl:1][C:2]1[N:3]=[C:4]([NH:21][C:22]2[CH:23]=[C:24]([CH:31]=[CH:32][CH:33]=2)[O:25][CH2:26][C:27]([NH:29][CH3:30])=[O:28])[C:5]2[CH:10]=[CH:9][NH:8][C:6]=2[N:7]=1, predict the reactants needed to synthesize it. The reactants are: [Cl:1][C:2]1[N:3]=[C:4](Cl)[C:5]2[CH:10]=[CH:9][NH:8][C:6]=2[N:7]=1.CCN(C(C)C)C(C)C.[NH2:21][C:22]1[CH:23]=[C:24]([CH:31]=[CH:32][CH:33]=1)[O:25][CH2:26][C:27]([NH:29][CH3:30])=[O:28]. (4) Given the product [O:4]=[CH:5][C@@H:6]([C@H:7]([C@@H:9]([C@@H:11]([CH2:13][OH:14])[OH:12])[OH:10])[OH:8])[OH:2], predict the reactants needed to synthesize it. The reactants are: C(=O)=[O:2].[O:4]=[CH:5][CH2:6][C@H:7]([C@@H:9]([C@@H:11]([CH2:13][OH:14])[OH:12])[OH:10])[OH:8].